From a dataset of Catalyst prediction with 721,799 reactions and 888 catalyst types from USPTO. Predict which catalyst facilitates the given reaction. (1) Reactant: [F:1][C:2]1[CH:3]=[C:4]([C@@H:9]([CH:27]2[CH2:32][CH2:31][S:30](=[O:34])(=[O:33])[CH2:29][CH2:28]2)[CH2:10][C:11](N2[C@H](C3C=CC=CC=3)[C@H](C)N(C)C2=O)=[O:12])[CH:5]=[C:6]([F:8])[CH:7]=1.[BH4-].[Li+]. Product: [F:8][C:6]1[CH:5]=[C:4]([C@@H:9]([CH:27]2[CH2:28][CH2:29][S:30](=[O:34])(=[O:33])[CH2:31][CH2:32]2)[CH2:10][CH2:11][OH:12])[CH:3]=[C:2]([F:1])[CH:7]=1. The catalyst class is: 1. (2) Product: [ClH:20].[CH3:1][O:2][C:3](=[O:21])[C@H:4]([C:14]1[CH:19]=[CH:18][CH:17]=[CH:16][C:15]=1[Cl:20])[N:5]1[CH2:10][CH2:9][C:8]2[S:11][CH:12]=[CH:13][C:7]=2[CH2:6]1. Reactant: [CH3:1][O:2][C:3](=[O:21])[C@H:4]([C:14]1[CH:19]=[CH:18][CH:17]=[CH:16][C:15]=1[Cl:20])[N:5]1[CH2:10][CH2:9][C:8]2[S:11][CH:12]=[CH:13][C:7]=2[CH2:6]1. The catalyst class is: 632. (3) Reactant: Br[CH2:2][CH2:3][CH2:4][O:5][C:6]1[C:11]([CH3:12])=[CH:10][C:9]([C:13]2[N:22]([CH2:23][CH2:24][CH2:25]Br)[C:21](=[O:27])[C:20]3[C:15](=[CH:16][C:17]([O:30][CH3:31])=[CH:18][C:19]=3[O:28][CH3:29])[N:14]=2)=[CH:8][C:7]=1[CH3:32].[NH:33]1[CH2:37][CH2:36][CH2:35][CH2:34]1.O. Product: [CH3:32][C:7]1[CH:8]=[C:9]([C:13]2[N:22]([CH2:23][CH2:24][CH2:25][N:33]3[CH2:37][CH2:36][CH2:35][CH2:34]3)[C:21](=[O:27])[C:20]3[C:15](=[CH:16][C:17]([O:30][CH3:31])=[CH:18][C:19]=3[O:28][CH3:29])[N:14]=2)[CH:10]=[C:11]([CH3:12])[C:6]=1[O:5][CH2:4][CH2:3][CH2:2][N:33]1[CH2:37][CH2:36][CH2:35][CH2:34]1. The catalyst class is: 3. (4) Reactant: [Cl:1][C:2]1[N:3]=[C:4](Cl)[C:5]2[O:11][CH2:10][CH2:9][CH2:8][C:6]=2[N:7]=1.C(N(C(C)C)CC)(C)C.[NH:22]1[CH2:27][CH2:26][O:25][CH2:24][CH2:23]1.O. Product: [Cl:1][C:2]1[N:3]=[C:4]([N:22]2[CH2:27][CH2:26][O:25][CH2:24][CH2:23]2)[C:5]2[O:11][CH2:10][CH2:9][CH2:8][C:6]=2[N:7]=1. The catalyst class is: 9. (5) Reactant: [C:1]([O:5][C:6](=[O:39])[NH:7][CH:8]1[CH2:13][CH2:12][CH:11]([NH:14][C:15]2[N:20]=[C:19]3[N:21]([CH2:31][O:32][CH2:33][CH2:34][Si:35]([CH3:38])([CH3:37])[CH3:36])[N:22]=[C:23]([C:24]4[CH:29]=[CH:28][CH:27]=[C:26](Br)[CH:25]=4)[C:18]3=[CH:17][N:16]=2)[CH2:10][CH2:9]1)([CH3:4])([CH3:3])[CH3:2].[Cl:40][C:41]1[CH:48]=[CH:47][C:44]([CH2:45][NH2:46])=[CH:43][CH:42]=1.CN(C1C(C2C(P(C3CCCCC3)C3CCCCC3)=CC=CC=2)=CC=CC=1)C.C(O[Na])(C)(C)C. Product: [C:1]([O:5][C:6](=[O:39])[NH:7][CH:8]1[CH2:13][CH2:12][CH:11]([NH:14][C:15]2[N:20]=[C:19]3[N:21]([CH2:31][O:32][CH2:33][CH2:34][Si:35]([CH3:38])([CH3:37])[CH3:36])[N:22]=[C:23]([C:24]4[CH:29]=[CH:28][CH:27]=[C:26]([NH:46][CH2:45][C:44]5[CH:47]=[CH:48][C:41]([Cl:40])=[CH:42][CH:43]=5)[CH:25]=4)[C:18]3=[CH:17][N:16]=2)[CH2:10][CH2:9]1)([CH3:4])([CH3:3])[CH3:2]. The catalyst class is: 62. (6) Reactant: [CH3:1][C:2]1([CH3:19])[CH2:11][C:6]2([O:10][CH2:9][CH2:8][O:7]2)[CH:5]=[C:4]([C:12]([O:14][CH2:15][CH2:16][CH2:17][CH3:18])=[O:13])[O:3]1.OCC1(OC[C@@H](O)[C@@H](O)[C@H]1O)O.[H][H]. Product: [CH3:1][C:2]1([CH3:19])[CH2:11][C:6]2([O:10][CH2:9][CH2:8][O:7]2)[CH2:5][CH:4]([C:12]([O:14][CH2:15][CH2:16][CH2:17][CH3:18])=[O:13])[O:3]1. The catalyst class is: 78. (7) Reactant: [N:1]([C:4]1[CH:9]=[CH:8][N:7]=[CH:6][C:5]=1[CH:10]=O)=[N+:2]=[N-:3].[Cl:12][C:13]1[CH:19]=[CH:18][CH:17]=[C:16]([Cl:20])[C:14]=1[NH2:15].C(N(CC)CC)C. Product: [N:1]([C:4]1[CH:9]=[CH:8][N:7]=[CH:6][C:5]=1/[CH:10]=[N:15]/[C:14]1[C:13]([Cl:12])=[CH:19][CH:18]=[CH:17][C:16]=1[Cl:20])=[N+:2]=[N-:3]. The catalyst class is: 642. (8) Reactant: [NH2:1][C:2]1[CH:10]=[C:9]([O:11][CH3:12])[C:8]([O:13][CH3:14])=[CH:7][C:3]=1[C:4]([NH2:6])=[O:5].C(N(CC)CC)C.[Cl:22][C:23]1[CH:31]=[CH:30][C:26]([C:27](Cl)=[O:28])=[CH:25][CH:24]=1. Product: [Cl:22][C:23]1[CH:31]=[CH:30][C:26]([C:27]([NH:1][C:2]2[CH:10]=[C:9]([O:11][CH3:12])[C:8]([O:13][CH3:14])=[CH:7][C:3]=2[C:4]([NH2:6])=[O:5])=[O:28])=[CH:25][CH:24]=1. The catalyst class is: 1. (9) Reactant: [Br:1][C:2]1[CH:3]=[C:4]2[N:10]=[C:9]([C:11]3[CH:16]=[CH:15][C:14]([C:17]4[O:21][CH:20]=[N:19][CH:18]=4)=[CH:13][CH:12]=3)[NH:8][C:5]2=[N:6][CH:7]=1.C(=O)([O-])[O-].[K+].[K+].[C:28](O[C:28]([O:30][C:31]([CH3:34])([CH3:33])[CH3:32])=[O:29])([O:30][C:31]([CH3:34])([CH3:33])[CH3:32])=[O:29]. Product: [Br:1][C:2]1[CH:3]=[C:4]2[N:10]=[C:9]([C:11]3[CH:16]=[CH:15][C:14]([C:17]4[O:21][CH:20]=[N:19][CH:18]=4)=[CH:13][CH:12]=3)[N:8]([C:28]([O:30][C:31]([CH3:34])([CH3:33])[CH3:32])=[O:29])[C:5]2=[N:6][CH:7]=1. The catalyst class is: 9. (10) Reactant: F[C:2]1[CH:7]=[CH:6][C:5]([CH2:8][OH:9])=[CH:4][C:3]=1[N+:10]([O-:12])=[O:11].[CH3:13][CH:14]1[CH2:19][CH2:18][NH:17][CH2:16][CH2:15]1.N1CCOCC1. Product: [CH3:13][CH:14]1[CH2:19][CH2:18][N:17]([C:2]2[CH:7]=[CH:6][C:5]([CH2:8][OH:9])=[CH:4][C:3]=2[N+:10]([O-:12])=[O:11])[CH2:16][CH2:15]1. The catalyst class is: 22.